From a dataset of Reaction yield outcomes from USPTO patents with 853,638 reactions. Predict the reaction yield, written as a fraction of the theoretical maximum amount of product (1.0 means a 100% yield; for example, 0.34 means a 34% yield). The reactants are CC1N=C(N2CCN(C3C=CC=CC=3)C2=O)SC=1C(OCC)=O.[F:24][C:25]1[CH:48]=[CH:47][C:28]([CH2:29][N:30]2[CH2:34][CH2:33][N:32]([C:35]3[S:36][C:37]([C:41]([O:43]CC)=[O:42])=[C:38]([CH3:40])[N:39]=3)[C:31]2=[O:46])=[CH:27][CH:26]=1. No catalyst specified. The product is [F:24][C:25]1[CH:26]=[CH:27][C:28]([CH2:29][N:30]2[CH2:34][CH2:33][N:32]([C:35]3[S:36][C:37]([C:41]([OH:43])=[O:42])=[C:38]([CH3:40])[N:39]=3)[C:31]2=[O:46])=[CH:47][CH:48]=1. The yield is 0.970.